This data is from Full USPTO retrosynthesis dataset with 1.9M reactions from patents (1976-2016). The task is: Predict the reactants needed to synthesize the given product. (1) Given the product [CH3:1][O:2][C:3]([C:5]1[CH:10]=[CH:9][N:8]2[CH:18]=[CH:19][N:11]=[C:7]2[CH:6]=1)=[O:4], predict the reactants needed to synthesize it. The reactants are: [CH3:1][O:2][C:3]([C:5]1[CH:10]=[CH:9][N:8]=[C:7]([NH2:11])[CH:6]=1)=[O:4].C(=O)([O-])O.[Na+].Cl[CH2:18][CH:19]=O. (2) Given the product [CH3:27][N:24]1[CH2:23][CH2:22][C:21]2[C:20]3[C:15](=[CH:16][CH:17]=[C:18]([CH3:28])[CH:19]=3)[N:14]([C:12]#[C:13][C:2]3[CH:7]=[CH:6][C:5]([S:8]([NH2:11])(=[O:10])=[O:9])=[CH:4][CH:3]=3)[C:26]=2[CH2:25]1, predict the reactants needed to synthesize it. The reactants are: Br[C:2]1[CH:7]=[CH:6][C:5]([S:8]([NH2:11])(=[O:10])=[O:9])=[CH:4][CH:3]=1.[C:12]([N:14]1[C:26]2[CH2:25][N:24]([CH3:27])[CH2:23][CH2:22][C:21]=2[C:20]2[C:15]1=[CH:16][CH:17]=[C:18]([CH3:28])[CH:19]=2)#[CH:13].CCCC[N+](CCCC)(CCCC)CCCC.[F-].